Dataset: Full USPTO retrosynthesis dataset with 1.9M reactions from patents (1976-2016). Task: Predict the reactants needed to synthesize the given product. The reactants are: [C:1]([C:3]1[CH:8]=[CH:7][C:6]([OH:9])=[CH:5][CH:4]=1)#[N:2].Cl.Cl[CH2:12][CH2:13][N:14]1[CH2:19][CH2:18][O:17][CH2:16][CH2:15]1.C(=O)([O-])[O-].[K+].[K+].[I-].[K+]. Given the product [O:17]1[CH2:18][CH2:19][N:14]([CH2:13][CH2:12][O:9][C:6]2[CH:7]=[CH:8][C:3]([C:1]#[N:2])=[CH:4][CH:5]=2)[CH2:15][CH2:16]1, predict the reactants needed to synthesize it.